The task is: Predict the reaction yield, written as a fraction of the theoretical maximum amount of product (1.0 means a 100% yield; for example, 0.34 means a 34% yield).. This data is from Reaction yield outcomes from USPTO patents with 853,638 reactions. (1) The reactants are Br[C:2]1[CH:7]=[CH:6][C:5]([C:8]([F:11])([F:10])[F:9])=[CH:4][C:3]=1[CH3:12].[CH2:13]([O:20][C:21]1[N:22]=[N:23][C:24]([CH:35]=[CH2:36])=[CH:25][C:26]=1[O:27][CH2:28][C:29]1[CH:34]=[CH:33][CH:32]=[CH:31][CH:30]=1)[C:14]1[CH:19]=[CH:18][CH:17]=[CH:16][CH:15]=1.C(N(CC)CC)C.C1(C)C=CC=CC=1P(C1C=CC=CC=1C)C1C=CC=CC=1C. The catalyst is C([O-])(=O)C.[Pd+2].C([O-])(=O)C.C(#N)C. The product is [CH2:13]([O:20][C:21]1[N:22]=[N:23][C:24](/[CH:35]=[CH:36]/[C:2]2[CH:7]=[CH:6][C:5]([C:8]([F:11])([F:10])[F:9])=[CH:4][C:3]=2[CH3:12])=[CH:25][C:26]=1[O:27][CH2:28][C:29]1[CH:34]=[CH:33][CH:32]=[CH:31][CH:30]=1)[C:14]1[CH:15]=[CH:16][CH:17]=[CH:18][CH:19]=1. The yield is 0.550. (2) The yield is 0.880. The reactants are [N+:1]([O-:4])(O)=[O:2].[CH3:5][O:6][C:7](=[O:17])[C:8]1[CH:13]=[CH:12][C:11]([OH:14])=[C:10]([F:15])[C:9]=1[F:16]. The product is [CH3:5][O:6][C:7](=[O:17])[C:8]1[CH:13]=[C:12]([N+:1]([O-:4])=[O:2])[C:11]([OH:14])=[C:10]([F:15])[C:9]=1[F:16]. The catalyst is C(O)(=O)C. (3) The reactants are Cl[C:2]1[N:3]=[N:4][C:5]([Cl:14])=[CH:6][C:7]=1[N:8]1[CH2:13][CH2:12][O:11][CH2:10][CH2:9]1.[CH3:15][CH:16]([OH:18])[CH3:17].[H-].[Na+]. The catalyst is C1COCC1. The product is [Cl:14][C:5]1[N:4]=[N:3][C:2]([O:18][CH:16]([CH3:17])[CH3:15])=[C:7]([N:8]2[CH2:13][CH2:12][O:11][CH2:10][CH2:9]2)[CH:6]=1. The yield is 0.720. (4) The reactants are [C:1]([C:5]1[NH:6][C:7]2[C:12]([CH:13]=1)=[CH:11][C:10]([N+:14]([O-])=O)=[CH:9][C:8]=2[F:17])([CH3:4])([CH3:3])[CH3:2]. The catalyst is CO.[Ni]. The product is [C:1]([C:5]1[NH:6][C:7]2[C:12]([CH:13]=1)=[CH:11][C:10]([NH2:14])=[CH:9][C:8]=2[F:17])([CH3:4])([CH3:2])[CH3:3]. The yield is 0.240.